From a dataset of Reaction yield outcomes from USPTO patents with 853,638 reactions. Predict the reaction yield, written as a fraction of the theoretical maximum amount of product (1.0 means a 100% yield; for example, 0.34 means a 34% yield). The reactants are [O:1]1[C:5]2[CH:6]=[CH:7][C:8]([C:10]3[NH:11][C:12]4[N:13]([N:17]=[C:18]([CH3:23])[C:19]=4[C:20]([NH2:22])=[O:21])[C:14](=[O:16])[CH:15]=3)=[CH:9][C:4]=2[O:3][CH2:2]1.Br[CH2:25][CH:26](OCC)OCC. No catalyst specified. The product is [O:1]1[C:5]2[CH:6]=[CH:7][C:8]([C:10]3[NH:11][C:12]4[N:13]([N:17]=[C:18]([CH3:23])[C:19]=4[C:20]4[O:21][CH:25]=[CH:26][N:22]=4)[C:14](=[O:16])[CH:15]=3)=[CH:9][C:4]=2[O:3][CH2:2]1. The yield is 0.150.